Dataset: Forward reaction prediction with 1.9M reactions from USPTO patents (1976-2016). Task: Predict the product of the given reaction. (1) Given the reactants C([O:3][C:4]([C:6]1[N:7]=[CH:8][N:9]([C:11]2[CH:16]=[CH:15][CH:14]=[C:13]([C:17]3[C:18]([O:25][CH3:26])=[N:19][C:20]([O:23][CH3:24])=[N:21][CH:22]=3)[CH:12]=2)[CH:10]=1)=[O:5])C.[OH-].[K+], predict the reaction product. The product is: [CH3:24][O:23][C:20]1[N:19]=[C:18]([O:25][CH3:26])[C:17]([C:13]2[CH:12]=[C:11]([N:9]3[CH:10]=[C:6]([C:4]([OH:5])=[O:3])[N:7]=[CH:8]3)[CH:16]=[CH:15][CH:14]=2)=[CH:22][N:21]=1. (2) Given the reactants [C:1]([CH2:3][C:4]([NH2:6])=[O:5])#[N:2].[H-].[Na+].[CH3:9][S:10][C:11]1[N:16]=[C:15]([NH:17][C:18]2[CH:23]=[CH:22][CH:21]=[CH:20][CH:19]=2)[C:14]([C:24](F)=[O:25])=[CH:13][N:12]=1.Cl, predict the reaction product. The product is: [NH2:2][C:1]1[N:17]([C:18]2[CH:19]=[CH:20][CH:21]=[CH:22][CH:23]=2)[C:15]2[N:16]=[C:11]([S:10][CH3:9])[N:12]=[CH:13][C:14]=2[C:24](=[O:25])[C:3]=1[C:4]([NH2:6])=[O:5]. (3) The product is: [C:1]([O:5][C:6]([NH:7][CH2:8][CH2:9][CH2:10][CH2:11][CH2:12][CH2:13][O:14][S:26]([CH3:25])(=[O:28])=[O:27])=[O:15])([CH3:4])([CH3:2])[CH3:3]. Given the reactants [C:1]([O:5][C:6](=[O:15])[NH:7][CH2:8][CH2:9][CH2:10][CH2:11][CH2:12][CH2:13][OH:14])([CH3:4])([CH3:3])[CH3:2].C(N(C(C)C)C(C)C)C.[CH3:25][S:26](Cl)(=[O:28])=[O:27].CC(=O)OCC, predict the reaction product. (4) Given the reactants [C:1]1(B(O)O)[CH:6]=[CH:5][CH:4]=[CH:3][CH:2]=1.C([O-])([O-])=O.[Na+].[Na+].Br[C:17]1[CH:22]=[CH:21][CH:20]=[C:19]([CH:23]=[O:24])[N:18]=1, predict the reaction product. The product is: [CH:23]([C:19]1[CH:20]=[CH:21][CH:22]=[C:17]([C:1]2[CH:6]=[CH:5][CH:4]=[CH:3][CH:2]=2)[N:18]=1)=[O:24]. (5) Given the reactants Br[C:2]1[CH:3]=[C:4]([C:8]2[O:12][C:11]([CH2:13][N:14]3[C:22]4[C:17](=[C:18]([Cl:25])[C:19]([C:23]#[N:24])=[CH:20][CH:21]=4)[CH:16]=[C:15]3[CH:26]([F:28])[F:27])=[N:10][N:9]=2)[CH:5]=[N:6][CH:7]=1.[CH3:29][N:30](C=O)C, predict the reaction product. The product is: [Cl:25][C:18]1[C:19]([C:23]#[N:24])=[CH:20][CH:21]=[C:22]2[C:17]=1[CH:16]=[C:15]([CH:26]([F:28])[F:27])[N:14]2[CH2:13][C:11]1[O:12][C:8]([C:4]2[CH:5]=[N:6][CH:7]=[C:2]([C:29]#[N:30])[CH:3]=2)=[N:9][N:10]=1.